This data is from Full USPTO retrosynthesis dataset with 1.9M reactions from patents (1976-2016). The task is: Predict the reactants needed to synthesize the given product. (1) The reactants are: Cl[C:2]1C=C(C#N)C2C=C[N:8]([C:11]3[N:12]([CH2:22][CH3:23])[C:13](=[O:21])[NH:14][C:15](=[O:20])[C:16]=3[CH:17]([CH3:19])[CH3:18])[C:9]=2[CH:10]=1.[NH:26]1C=CC=N1. Given the product [CH2:22]([N:12]1[C:11]([N:8]2[CH:9]=[CH:10][CH:2]=[N:26]2)=[C:16]([CH:17]([CH3:19])[CH3:18])[C:15](=[O:20])[NH:14][C:13]1=[O:21])[CH3:23], predict the reactants needed to synthesize it. (2) The reactants are: [O:1]1[C:6]2[CH:7]=[CH:8][C:9]([CH2:11][NH:12][C:13]3[CH:14]=[C:15]([CH:18]=[CH:19][C:20]=3[F:21])[C:16]#[N:17])=[CH:10][C:5]=2[O:4][CH2:3][CH2:2]1.CN1CCOCC1.[C:29](Cl)(=[O:34])[CH2:30][CH:31]([CH3:33])[CH3:32]. Given the product [C:16]([C:15]1[CH:18]=[CH:19][C:20]([F:21])=[C:13]([N:12]([CH2:11][C:9]2[CH:8]=[CH:7][C:6]3[O:1][CH2:2][CH2:3][O:4][C:5]=3[CH:10]=2)[C:29](=[O:34])[CH2:30][CH:31]([CH3:33])[CH3:32])[CH:14]=1)#[N:17], predict the reactants needed to synthesize it. (3) Given the product [CH3:16][C:13]1[CH:14]=[C:15]2[C:10](=[CH:11][CH:12]=1)[NH:9][CH:8]=[C:7]2/[CH:6]=[CH:5]/[C:4]([OH:17])=[O:3], predict the reactants needed to synthesize it. The reactants are: C([O:3][C:4](=[O:17])/[CH:5]=[CH:6]/[C:7]1[C:15]2[C:10](=[CH:11][CH:12]=[C:13]([CH3:16])[CH:14]=2)[NH:9][CH:8]=1)C.[OH-].[Na+]. (4) Given the product [Cl:25][C:2]1[C:3]2[N:11]=[CH:10][C:9]([C:12]#[N:13])=[CH:8][C:4]=2[N:5]=[CH:6][N:7]=1, predict the reactants needed to synthesize it. The reactants are: O=[C:2]1[N:7]=[CH:6][NH:5][C:4]2[CH:8]=[C:9]([C:12]#[N:13])[CH:10]=[N:11][C:3]1=2.C(N(CC)C(C)C)(C)C.P(Cl)(Cl)([Cl:25])=O. (5) Given the product [CH2:25]([NH:27][C:28](=[O:29])[NH:30][C:31]1[N:32]=[CH:33][C:34]([C:3]2[CH:4]=[C:5]3[C:10](=[CH:11][CH:12]=2)[N:9]([CH2:13][C@H:14]2[CH2:18][CH2:17][NH:16][CH2:15]2)[CH:8]=[C:7]([C:19]([O:21][CH2:22][CH3:23])=[O:20])[C:6]3=[O:24])=[C:35]([C:37]2[S:38][CH:39]=[C:40]([C:42]([F:45])([F:44])[F:43])[N:41]=2)[CH:36]=1)[CH3:26], predict the reactants needed to synthesize it. The reactants are: Cl.I[C:3]1[CH:4]=[C:5]2[C:10](=[CH:11][CH:12]=1)[N:9]([CH2:13][C@H:14]1[CH2:18][CH2:17][NH:16][CH2:15]1)[CH:8]=[C:7]([C:19]([O:21][CH2:22][CH3:23])=[O:20])[C:6]2=[O:24].[CH2:25]([NH:27][C:28]([NH:30][C:31]1[CH:36]=[C:35]([C:37]2[S:38][CH:39]=[C:40]([C:42]([F:45])([F:44])[F:43])[N:41]=2)[C:34](B2OC(C)(C)C(C)(C)O2)=[CH:33][N:32]=1)=[O:29])[CH3:26].C(=O)(O)[O-].[Na+]. (6) Given the product [C:8]([O:12][C:13]([N:1]1[CH:5]=[C:4]([CH:6]=[O:7])[CH:3]=[N:2]1)=[O:14])([CH3:11])([CH3:10])[CH3:9], predict the reactants needed to synthesize it. The reactants are: [NH:1]1[CH:5]=[C:4]([CH:6]=[O:7])[CH:3]=[N:2]1.[C:8]([O:12][C:13](O[C:13]([O:12][C:8]([CH3:11])([CH3:10])[CH3:9])=[O:14])=[O:14])([CH3:11])([CH3:10])[CH3:9].[OH-].C[N+](C)(C)C.[Cl-].[Na+]. (7) The reactants are: [CH2:1]([O:8][C:9]1[CH:14]=[C:13]([O:15][CH2:16][C:17]2[CH:22]=[CH:21][CH:20]=[CH:19][CH:18]=2)[CH:12]=[CH:11][C:10]=1[C:23]1[CH:32]=[CH:31][C:30]2[C:25](=[CH:26][CH:27]=[C:28]([O:33][CH3:34])[CH:29]=2)[C:24]=1[C:35]([C:37]1[CH:42]=[CH:41][C:40]([O:43][CH2:44][CH2:45][N:46]2[CH2:51][CH2:50][CH2:49][CH2:48][CH2:47]2)=[CH:39][CH:38]=1)=[O:36])[C:2]1[CH:7]=[CH:6][CH:5]=[CH:4][CH:3]=1.[H-].[Al+3].[Li+].[H-].[H-].[H-]. Given the product [CH2:1]([O:8][C:9]1[CH:14]=[C:13]([O:15][CH2:16][C:17]2[CH:18]=[CH:19][CH:20]=[CH:21][CH:22]=2)[CH:12]=[CH:11][C:10]=1[C:23]1[CH:32]=[CH:31][C:30]2[C:25](=[CH:26][CH:27]=[C:28]([O:33][CH3:34])[CH:29]=2)[C:24]=1[CH:35]([C:37]1[CH:38]=[CH:39][C:40]([O:43][CH2:44][CH2:45][N:46]2[CH2:47][CH2:48][CH2:49][CH2:50][CH2:51]2)=[CH:41][CH:42]=1)[OH:36])[C:2]1[CH:3]=[CH:4][CH:5]=[CH:6][CH:7]=1, predict the reactants needed to synthesize it. (8) Given the product [I:13][C:7]1[C:2]([CH3:1])=[CH:3][C:4]([NH2:12])=[C:5]([S:8]([NH2:11])(=[O:9])=[O:10])[CH:6]=1, predict the reactants needed to synthesize it. The reactants are: [CH3:1][C:2]1[CH:7]=[CH:6][C:5]([S:8]([NH2:11])(=[O:10])=[O:9])=[C:4]([NH2:12])[CH:3]=1.[I:13]Cl.